This data is from Reaction yield outcomes from USPTO patents with 853,638 reactions. The task is: Predict the reaction yield, written as a fraction of the theoretical maximum amount of product (1.0 means a 100% yield; for example, 0.34 means a 34% yield). (1) The reactants are C([O:4][C@@H:5]1[C@@H:18]([O:19]C(=O)C)[C@H:17]([O:23]C(=O)C)[CH2:16][S:15][C@H:6]1[O:7][C:8]1[CH:9]=[N:10][CH:11]=[C:12](Br)[CH:13]=1)(=O)C.[CH2:27]([NH2:34])[C:28]1[CH:33]=[CH:32][CH:31]=[CH:30][CH:29]=1.N12CCCN=C1CCCCC2.C1C[O:49][CH2:48]C1. The catalyst is CC1C(P(C2C([CH2-])=CC=CC=2)C2C(C)=CC=CC=2)=CC=CC=1.CC1C(P(C2C([CH2-])=CC=CC=2)C2C(C)=CC=CC=2)=CC=CC=1.CC(O)=O.CC(O)=O.[Pd].[Pd].[C-]#[O+].[C-]#[O+].[C-]#[O+].[C-]#[O+].[C-]#[O+].[C-]#[O+].[Mo]. The product is [O:7]([C:8]1[CH:9]=[N:10][CH:11]=[C:12]([C:48]([NH:34][CH2:27][C:28]2[CH:33]=[CH:32][CH:31]=[CH:30][CH:29]=2)=[O:49])[CH:13]=1)[C@@H:6]1[S:15][CH2:16][C@@H:17]([OH:23])[C@H:18]([OH:19])[C@H:5]1[OH:4]. The yield is 0.00700. (2) The product is [F:1][C:2]1[CH:7]=[CH:6][N:5]2[CH:10]=[C:11]([CH2:12][C:13]([O:15][CH2:16][CH3:17])=[O:14])[N:8]=[C:4]2[CH:3]=1. The reactants are [F:1][C:2]1[CH:7]=[CH:6][N:5]=[C:4]([NH2:8])[CH:3]=1.Cl[CH2:10][C:11](=O)[CH2:12][C:13]([O:15][CH2:16][CH3:17])=[O:14]. The catalyst is C1COCC1. The yield is 0.176. (3) The yield is 1.00. The catalyst is O. The product is [Cl:57][C:58]1[CH:59]=[C:60]([CH:75]=[CH:76][C:77]=1[O:78][CH:79]([CH3:81])[CH3:80])[C:34]([NH:33][C@@H:13]([CH2:14][C:15]1[CH:20]=[CH:19][C:18]([C:21]2[N:22]=[C:23]3[C:28]([CH:29]([OH:31])[CH3:30])=[CH:27][CH:26]=[CH:25][N:24]3[CH:32]=2)=[CH:17][CH:16]=1)[CH2:12][N:3]1[C:2](=[O:1])[C:10]2[C:5](=[CH:6][CH:7]=[CH:8][CH:9]=2)[C:4]1=[O:11])=[O:40]. The reactants are [O:1]=[C:2]1[C:10]2[C:5](=[CH:6][CH:7]=[CH:8][CH:9]=2)[C:4](=[O:11])[N:3]1[CH2:12][C@@H:13]([NH:33][C:34](=[O:40])OC(C)(C)C)[CH2:14][C:15]1[CH:20]=[CH:19][C:18]([C:21]2[N:22]=[C:23]3[C:28]([CH:29]([OH:31])[CH3:30])=[CH:27][CH:26]=[CH:25][N:24]3[CH:32]=2)=[CH:17][CH:16]=1.Cl.O1CCOCC1.C(N(CC)C(C)C)(C)C.[Cl:57][C:58]1[CH:59]=[C:60]([CH:75]=[CH:76][C:77]=1[O:78][CH:79]([CH3:81])[CH3:80])C(OC1C(F)=C(F)C(F)=C(F)C=1F)=O.